The task is: Regression. Given a peptide amino acid sequence and an MHC pseudo amino acid sequence, predict their binding affinity value. This is MHC class I binding data.. This data is from Peptide-MHC class I binding affinity with 185,985 pairs from IEDB/IMGT. (1) The peptide sequence is ISVQPLWEW. The binding affinity (normalized) is 0.0847. The MHC is HLA-A02:01 with pseudo-sequence HLA-A02:01. (2) The peptide sequence is VWAPLILAYFPVF. The MHC is HLA-B51:01 with pseudo-sequence HLA-B51:01. The binding affinity (normalized) is 0.0580.